Dataset: Full USPTO retrosynthesis dataset with 1.9M reactions from patents (1976-2016). Task: Predict the reactants needed to synthesize the given product. (1) Given the product [S:1]1[C:5]2[CH:6]=[CH:7][CH:8]=[CH:9][C:4]=2[N:3]=[C:2]1[C:10]1[C:11](=[O:26])[O:12][C:13]2[C:18]([CH:19]=1)=[CH:17][CH:16]=[C:15]([N:20]1[CH2:25][CH2:24][N:23]([CH3:27])[CH2:22][CH2:21]1)[CH:14]=2, predict the reactants needed to synthesize it. The reactants are: [S:1]1[C:5]2[CH:6]=[CH:7][CH:8]=[CH:9][C:4]=2[N:3]=[C:2]1[C:10]1[C:11](=[O:26])[O:12][C:13]2[C:18]([CH:19]=1)=[CH:17][CH:16]=[C:15]([N:20]1[CH2:25][CH2:24][NH:23][CH2:22][CH2:21]1)[CH:14]=2.[C:27](=O)([O-])[O-].[Cs+].[Cs+]. (2) Given the product [CH2:22]([O:24][C:25]([C:27]1[C:28]2[S:36][CH:35]=[C:34]([CH2:37][O:21][C:17]3[CH:18]=[CH:19][CH:20]=[C:15]([CH2:14][NH:13][C:7]4[CH:12]=[CH:11][CH:10]=[CH:9][CH:8]=4)[CH:16]=3)[C:29]=2[C:30]([Cl:33])=[N:31][CH:32]=1)=[O:26])[CH3:23], predict the reactants needed to synthesize it. The reactants are: C(=O)([O-])[O-].[K+].[K+].[C:7]1([NH:13][CH2:14][C:15]2[CH:16]=[C:17]([OH:21])[CH:18]=[CH:19][CH:20]=2)[CH:12]=[CH:11][CH:10]=[CH:9][CH:8]=1.[CH2:22]([O:24][C:25]([C:27]1[C:28]2[S:36][CH:35]=[C:34]([CH2:37]Br)[C:29]=2[C:30]([Cl:33])=[N:31][CH:32]=1)=[O:26])[CH3:23]. (3) The reactants are: C(OC(O[CH:9]1[CH2:14][C@H:13]([CH:15]([CH3:17])[CH3:16])[CH2:12][CH2:11][C:10]1=[CH2:18])C)CCC.[C:19](O)(=[O:25])[CH2:20]CCCC. Given the product [CH:15]([C@@H:13]1[CH2:14][CH2:9][C:10]([CH2:18][CH2:20][CH:19]=[O:25])=[CH:11][CH2:12]1)([CH3:16])[CH3:17], predict the reactants needed to synthesize it. (4) The reactants are: [Cl:1][C:2]1[C:10]2[N:9]([CH2:11][C:12](OCC)=[O:13])[C:8]3[CH2:17][CH2:18][N:19]([C:22]([O:24][C:25]([CH3:28])([CH3:27])[CH3:26])=[O:23])[CH2:20][CH2:21][C:7]=3[C:6]=2[CH:5]=[C:4]([Cl:29])[CH:3]=1.[Li+].[BH4-].[OH-].[Na+].CCOC(C)=O. Given the product [Cl:1][C:2]1[C:10]2[N:9]([CH2:11][CH2:12][OH:13])[C:8]3[CH2:17][CH2:18][N:19]([C:22]([O:24][C:25]([CH3:27])([CH3:26])[CH3:28])=[O:23])[CH2:20][CH2:21][C:7]=3[C:6]=2[CH:5]=[C:4]([Cl:29])[CH:3]=1, predict the reactants needed to synthesize it. (5) Given the product [CH3:41][C:42]1[N:43]=[N:44][N:3]([C@H:4]([C:33]2[CH:28]=[CH:26][C:34]3[C:35](=[CH:36][CH:37]=[CH:38][CH:39]=3)[CH:32]=2)[C@H:6]2[CH2:11][CH2:10][CH2:9][NH:8][CH2:7]2)[N:46]=1, predict the reactants needed to synthesize it. The reactants are: CO[N:3](C)[C:4]([C@H:6]1[CH2:11][CH2:10][CH2:9][N:8](C(OC(C)(C)C)=O)[CH2:7]1)=O.B1(C)O[C:26]([C:34]2[CH:39]=[CH:38][CH:37]=[CH:36][CH:35]=2)([C:28]2[CH:33]=[CH:32]C=CC=2)[C@@H]2N1CCC2.[CH3:41][C:42]1[NH:46]N=[N:44][N:43]=1.N1C=NN=N1. (6) Given the product [Cl:25][C:26]1[C:31]([O:32][Si:33]([C:36]([CH3:39])([CH3:38])[CH3:37])([CH3:35])[CH3:34])=[CH:30][CH:29]=[CH:28][C:27]=1[C@H:40]([O:1][C:2]1[CH:6]=[C:5]([N:7]2[C:11]3[CH:12]=[CH:13][C:14]([C:43]4[CH:48]=[N:70][N:69]([CH3:67])[CH:44]=4)=[CH:15][C:10]=3[N:9]=[CH:8]2)[S:4][C:3]=1[C:21]([O:23][CH3:24])=[O:22])[CH3:41], predict the reactants needed to synthesize it. The reactants are: [OH:1][C:2]1[CH:6]=[C:5]([N:7]2[C:11]3[CH:12]=[CH:13][C:14](OC(F)(F)F)=[CH:15][C:10]=3[N:9]=[CH:8]2)[S:4][C:3]=1[C:21]([O:23][CH3:24])=[O:22].[Cl:25][C:26]1[C:31]([O:32][Si:33]([C:36]([CH3:39])([CH3:38])[CH3:37])([CH3:35])[CH3:34])=[CH:30][CH:29]=[CH:28][C:27]=1[C@@H:40](O)[CH3:41].[C:43]1(P(C2C=CC=CC=2)C2C=CC=CC=2)[CH:48]=CC=C[CH:44]=1.CC(O[C:67](/[N:69]=[N:70]/C(OC(C)(C)C)=O)=O)(C)C. (7) Given the product [ClH:7].[F:1][C:2]([F:6])([F:5])[CH2:3][NH:4][C:8](=[NH:13])[CH3:9], predict the reactants needed to synthesize it. The reactants are: [F:1][C:2]([F:6])([F:5])[CH2:3][NH2:4].[ClH:7].[C:8](=[NH:13])(OCC)[CH3:9].